This data is from Reaction yield outcomes from USPTO patents with 853,638 reactions. The task is: Predict the reaction yield, written as a fraction of the theoretical maximum amount of product (1.0 means a 100% yield; for example, 0.34 means a 34% yield). The reactants are [F:1][C:2]1[CH:11]=[C:10]2[C:5]([N:6]=[CH:7][C:8](O)=[N:9]2)=[CH:4][CH:3]=1.P(Cl)(Cl)([Cl:15])=O. The catalyst is CN(C=O)C. The product is [Cl:15][C:8]1[CH:7]=[N:6][C:5]2[C:10](=[CH:11][C:2]([F:1])=[CH:3][CH:4]=2)[N:9]=1. The yield is 0.770.